Task: Predict which catalyst facilitates the given reaction.. Dataset: Catalyst prediction with 721,799 reactions and 888 catalyst types from USPTO (1) Reactant: Br[CH2:2][C:3]1[CH:8]=[CH:7][C:6]([I:9])=[CH:5][CH:4]=1.[OH:10][C:11]1[C:16]([CH2:17][CH2:18][CH3:19])=[C:15]([OH:20])[CH:14]=[CH:13][C:12]=1[C:21](=[O:23])[CH3:22].C(=O)([O-])[O-].[Cs+].[Cs+].O. Product: [OH:10][C:11]1[C:16]([CH2:17][CH2:18][CH3:19])=[C:15]([O:20][CH2:2][C:3]2[CH:8]=[CH:7][C:6]([I:9])=[CH:5][CH:4]=2)[CH:14]=[CH:13][C:12]=1[C:21](=[O:23])[CH3:22]. The catalyst class is: 21. (2) Reactant: [Cl-].[Al+3].[Cl-].[Cl-].[CH2:5]1[C:14]2[C:9](=[CH:10][CH:11]=[CH:12][CH:13]=2)[CH2:8][CH2:7][CH2:6]1.[C:15](Cl)(=[O:19])[CH:16]([CH3:18])[CH3:17]. Product: [CH3:17][CH:16]([CH3:18])[C:15]([C:11]1[CH:12]=[CH:13][C:14]2[CH2:5][CH2:6][CH2:7][CH2:8][C:9]=2[CH:10]=1)=[O:19]. The catalyst class is: 4. (3) The catalyst class is: 577. Reactant: [H-].[Na+].[CH2:3]1[O:11][C:10]2[CH:9]=[CH:8][C:7]([CH2:12][CH2:13][C:14]([O:16][CH2:17][CH3:18])=[O:15])=[CH:6][C:5]=2[O:4]1.[CH:19](OCC)=[O:20].P([O-])([O-])([O-])=O.P([O-])(O)(O)=O.[K+]. Product: [CH:19]([CH:13]([CH2:12][C:7]1[CH:8]=[CH:9][C:10]2[O:11][CH2:3][O:4][C:5]=2[CH:6]=1)[C:14]([O:16][CH2:17][CH3:18])=[O:15])=[O:20]. (4) Reactant: [C:1]([C:3]1[CH:8]=[CH:7][CH:6]=[CH:5][C:4]=1[C:9]1[CH:14]=[CH:13][C:12]([CH3:15])=[CH:11][CH:10]=1)#N.C(O)=[O:17]. Product: [CH:1]([C:3]1[CH:8]=[CH:7][CH:6]=[CH:5][C:4]=1[C:9]1[CH:14]=[CH:13][C:12]([CH3:15])=[CH:11][CH:10]=1)=[O:17]. The catalyst class is: 181. (5) Reactant: [C:1](#[N:9])[C:2]1[C:3](=[CH:5][CH:6]=[CH:7][CH:8]=1)[NH2:4].[NH2:10][OH:11]. Product: [NH2:4][C:3]1[CH:5]=[CH:6][CH:7]=[CH:8][C:2]=1[C:1](=[N:10][OH:11])[NH2:9]. The catalyst class is: 14. (6) Reactant: [Cl:1][C:2]1[CH:7]=[CH:6][N:5]=[C:4]([NH:8][C:9](=[O:14])[C:10]([CH3:13])([CH3:12])[CH3:11])[CH:3]=1.[Cl:15]N1C(=O)CCC1=O.O. Product: [Cl:1][C:2]1[C:7]([Cl:15])=[CH:6][N:5]=[C:4]([NH:8][C:9](=[O:14])[C:10]([CH3:11])([CH3:13])[CH3:12])[CH:3]=1. The catalyst class is: 23. (7) Product: [Cl:1][C:2]1[C:7]([O:8][CH3:10])=[CH:6][CH:5]=[C:4]([Cl:9])[N:3]=1. The catalyst class is: 18. Reactant: [Cl:1][C:2]1[C:7]([OH:8])=[CH:6][CH:5]=[C:4]([Cl:9])[N:3]=1.[C:10]([O-])([O-])=O.[K+].[K+].CI.